This data is from Full USPTO retrosynthesis dataset with 1.9M reactions from patents (1976-2016). The task is: Predict the reactants needed to synthesize the given product. (1) The reactants are: [CH2:1]([OH:5])[CH2:2][CH2:3][CH3:4].[CH3:6][C:7]1[CH:8]=[C:9](I)[CH:10]=[C:11]([CH3:13])[CH:12]=1.C([O-])([O-])=O.[Cs+].[Cs+].C1(C2C=CC=CC=2O)C=CC=CC=1.CCCCCCCCCCCC. Given the product [CH2:1]([O:5][C:9]1[CH:10]=[C:11]([CH3:13])[CH:12]=[C:7]([CH3:6])[CH:8]=1)[CH2:2][CH2:3][CH3:4], predict the reactants needed to synthesize it. (2) Given the product [C:12]1([CH3:24])[CH:17]=[C:16]([CH3:18])[CH:15]=[C:14]([CH3:19])[C:13]=1[C:2]1[CH:7]=[CH:6][CH:5]=[C:4]([N+:8]([O-:10])=[O:9])[C:3]=1[CH3:11], predict the reactants needed to synthesize it. The reactants are: Br[C:2]1[CH:7]=[CH:6][CH:5]=[C:4]([N+:8]([O-:10])=[O:9])[C:3]=1[CH3:11].[C:12]1([CH3:24])[CH:17]=[C:16]([CH3:18])[CH:15]=[C:14]([CH3:19])[C:13]=1OB(O)O.O.O.O.O.O.O.O.O.[OH-].[Ba+2].[OH-].